From a dataset of Forward reaction prediction with 1.9M reactions from USPTO patents (1976-2016). Predict the product of the given reaction. (1) Given the reactants C(=O)([O-])O.[Na+].Cl.[NH2:7][OH:8].[CH3:9][S:10][C:11]1[N:16]=[C:15]([C:17]#[N:18])[CH:14]=[C:13]([C:19]([F:22])([F:21])[F:20])[N:12]=1, predict the reaction product. The product is: [CH3:9][S:10][C:11]1[N:16]=[C:15]([C:17](=[N:7][OH:8])[NH2:18])[CH:14]=[C:13]([C:19]([F:22])([F:20])[F:21])[N:12]=1. (2) The product is: [C:24]([C:2]1[C:7]2[C:8](=[O:20])[C:9]([C:12]3[CH:13]=[CH:14][C:15]([OH:18])=[CH:16][CH:17]=3)=[CH:10][O:11][C:6]=2[CH:5]=[C:4]([OH:21])[CH:3]=1)#[N:25]. Given the reactants Br[C:2]1[C:7]2[C:8](=[O:20])[C:9]([C:12]3[CH:17]=[CH:16][C:15]([O:18]C)=[CH:14][CH:13]=3)=[CH:10][O:11][C:6]=2[CH:5]=[C:4]([O:21]C)[CH:3]=1.[Cu][C:24]#[N:25].O, predict the reaction product. (3) The product is: [ClH:1].[NH2:19][C@@H:11]([CH2:12][C:13]1[CH:14]=[CH:15][CH:16]=[CH:17][CH:18]=1)[C:10]([N:9]([CH2:2][C:3]1[CH:4]=[CH:5][CH:6]=[CH:7][CH:8]=1)[C:28]1[CH:29]=[CH:30][C:31]([O:34][CH3:35])=[CH:32][CH:33]=1)=[O:27]. Given the reactants [ClH:1].[CH2:2]([N:9]([C:28]1[CH:33]=[CH:32][C:31]([O:34][CH3:35])=[CH:30][CH:29]=1)[C:10](=[O:27])[C@@H:11]([NH:19]C(=O)OC(C)(C)C)[CH2:12][C:13]1[CH:18]=[CH:17][CH:16]=[CH:15][CH:14]=1)[C:3]1[CH:8]=[CH:7][CH:6]=[CH:5][CH:4]=1, predict the reaction product. (4) Given the reactants [C:1]([O:5][C:6](=[O:36])[N:7]([CH2:16][C:17]1[CH:18]=[N:19][C:20]([CH2:34][OH:35])=[C:21]([O:24][CH2:25][C:26]2[CH:31]=[CH:30][CH:29]=[C:28]([C:32]#[N:33])[CH:27]=2)[C:22]=1[CH3:23])[C:8]1[CH:13]=[CH:12][C:11]([C:14]#[N:15])=[CH:10][CH:9]=1)([CH3:4])([CH3:3])[CH3:2], predict the reaction product. The product is: [C:1]([O:5][C:6](=[O:36])[N:7]([CH2:16][C:17]1[CH:18]=[N:19][C:20]([CH:34]=[O:35])=[C:21]([O:24][CH2:25][C:26]2[CH:31]=[CH:30][CH:29]=[C:28]([C:32]#[N:33])[CH:27]=2)[C:22]=1[CH3:23])[C:8]1[CH:9]=[CH:10][C:11]([C:14]#[N:15])=[CH:12][CH:13]=1)([CH3:4])([CH3:2])[CH3:3].